From a dataset of Full USPTO retrosynthesis dataset with 1.9M reactions from patents (1976-2016). Predict the reactants needed to synthesize the given product. (1) Given the product [F:1][C:2]1[CH:7]=[C:6]([I:8])[CH:5]=[CH:4][C:3]=1[NH:9][C:10]1[C:11]([C:19]([NH:50][O:49][CH2:48][CH2:47][O:46][CH:44]=[CH2:45])=[O:21])=[N:12][N:13]([CH3:18])[C:14](=[O:17])[C:15]=1[CH3:16], predict the reactants needed to synthesize it. The reactants are: [F:1][C:2]1[CH:7]=[C:6]([I:8])[CH:5]=[CH:4][C:3]=1[NH:9][C:10]1[C:11]([C:19]([OH:21])=O)=[N:12][N:13]([CH3:18])[C:14](=[O:17])[C:15]=1[CH3:16].C1C=CC2N(O)N=NC=2C=1.CCN=C=NCCCN(C)C.Cl.[CH:44]([O:46][CH2:47][CH2:48][O:49][NH2:50])=[CH2:45]. (2) Given the product [F:1][C:2]1[CH:20]=[CH:19][C:5]2[N:6]=[C:7]([N:39]3[CH2:40][CH2:41][N:36]([CH3:35])[CH2:37][CH2:38]3)[C:8]3[C:13]4[CH:14]=[CH:15][CH:16]=[CH:17][C:12]=4[S:11][C:9]=3[O:10][C:4]=2[CH:3]=1, predict the reactants needed to synthesize it. The reactants are: [F:1][C:2]1[CH:20]=[CH:19][C:5]2[NH:6][C:7](=O)[C:8]3[C:13]4[CH:14]=[CH:15][CH:16]=[CH:17][C:12]=4[S:11][C:9]=3[O:10][C:4]=2[CH:3]=1.P(Cl)(Cl)(Cl)=O.CN(C)C1C=CC=CC=1.[CH3:35][N:36]1[CH2:41][CH2:40][NH:39][CH2:38][CH2:37]1.